This data is from Forward reaction prediction with 1.9M reactions from USPTO patents (1976-2016). The task is: Predict the product of the given reaction. (1) Given the reactants [Cl:1][C:2]1[CH:3]=[CH:4][C:5]([N+:9]([O-:11])=[O:10])=[C:6]([CH:8]=1)[NH2:7].[H-].[Na+].[CH3:14]I, predict the reaction product. The product is: [CH3:14][NH:7][C:6]1[CH:8]=[C:2]([Cl:1])[CH:3]=[CH:4][C:5]=1[N+:9]([O-:11])=[O:10]. (2) Given the reactants [O-:1]Cl=O.[Na+].[C:5]([O:9][C:10]([N:12]1[CH2:16][C@@H:15]([CH3:17])[CH2:14][C@H:13]1[CH2:18][OH:19])=[O:11])([CH3:8])([CH3:7])[CH3:6].CC1(C)N([O])C(C)(C)CCC1, predict the reaction product. The product is: [C:5]([O:9][C:10]([N:12]1[CH2:16][C@@H:15]([CH3:17])[CH2:14][C@H:13]1[C:18]([OH:1])=[O:19])=[O:11])([CH3:7])([CH3:8])[CH3:6]. (3) Given the reactants [ClH:1].C(OC([NH:12][C@@:13]1([C:26]([O:28][CH2:29][CH3:30])=[O:27])[CH2:20][C:17]2([CH2:19][CH2:18]2)[C@@H:16]2[C@H:14]1[C@H:15]2[C:21]([O:23][CH2:24][CH3:25])=[O:22])=O)C1C=CC=CC=1, predict the reaction product. The product is: [ClH:1].[NH2:12][C@@:13]1([C:26]([O:28][CH2:29][CH3:30])=[O:27])[CH2:20][C:17]2([CH2:19][CH2:18]2)[C@@H:16]2[C@H:14]1[C@H:15]2[C:21]([O:23][CH2:24][CH3:25])=[O:22]. (4) Given the reactants [CH3:1][C:2]1[N:6]([CH2:7][C:8]2[CH:13]=[CH:12][N:11]=[C:10]([N:14]3[CH2:19][CH2:18][NH:17][CH2:16][CH2:15]3)[CH:9]=2)[N:5]=[C:4]([C:20]2[O:24][N:23]=[C:22]([C:25]3[CH:30]=[CH:29][C:28]([C:31]4([C:34]([F:37])([F:36])[F:35])[CH2:33][CH2:32]4)=[CH:27][CH:26]=3)[N:21]=2)[CH:3]=1.C(O)(=O)C.C(O[C:45]1(O[Si](C)(C)C)[CH2:47][CH2:46]1)C.C([BH3-])#N.[Na+], predict the reaction product. The product is: [CH:45]1([N:17]2[CH2:18][CH2:19][N:14]([C:10]3[CH:9]=[C:8]([CH2:7][N:6]4[C:2]([CH3:1])=[CH:3][C:4]([C:20]5[O:24][N:23]=[C:22]([C:25]6[CH:30]=[CH:29][C:28]([C:31]7([C:34]([F:35])([F:37])[F:36])[CH2:32][CH2:33]7)=[CH:27][CH:26]=6)[N:21]=5)=[N:5]4)[CH:13]=[CH:12][N:11]=3)[CH2:15][CH2:16]2)[CH2:47][CH2:46]1. (5) Given the reactants [CH:1]1[C:13]2[CH:12]([CH2:14][O:15][C:16]([N:18]3[CH2:23][CH2:22][C:21]([NH:27][C:28]([O:30][CH2:31][CH:32]4[C:44]5[CH:43]=[CH:42][CH:41]=[CH:40][C:39]=5[C:38]5[C:33]4=[CH:34][CH:35]=[CH:36][CH:37]=5)=[O:29])([C:24](O)=[O:25])[CH2:20][CH2:19]3)=[O:17])[C:11]3[C:6](=[CH:7][CH:8]=[CH:9][CH:10]=3)[C:5]=2[CH:4]=[CH:3][CH:2]=1.S(Cl)([Cl:47])=O, predict the reaction product. The product is: [CH:1]1[C:13]2[CH:12]([CH2:14][O:15][C:16]([N:18]3[CH2:23][CH2:22][C:21]([C:24]([Cl:47])=[O:25])([NH:27][C:28]([O:30][CH2:31][CH:32]4[C:44]5[CH:43]=[CH:42][CH:41]=[CH:40][C:39]=5[C:38]5[C:33]4=[CH:34][CH:35]=[CH:36][CH:37]=5)=[O:29])[CH2:20][CH2:19]3)=[O:17])[C:11]3[C:6](=[CH:7][CH:8]=[CH:9][CH:10]=3)[C:5]=2[CH:4]=[CH:3][CH:2]=1.